This data is from Experimentally validated miRNA-target interactions with 360,000+ pairs, plus equal number of negative samples. The task is: Binary Classification. Given a miRNA mature sequence and a target amino acid sequence, predict their likelihood of interaction. (1) The miRNA is mmu-miR-3070-3p with sequence UGGUGCUACCGUCAGGGGUAGA. The protein sequence of the target gene is MSHEKSFLVSGDNYPPPNPGYPGGPQPPMPPYAQPPYPGAPYPQPPFQPSPYGQPGYPHGPSPYPQGGYPQGPYPQGGYPQGPYPQEGYPQGPYPQGGYPQGPYPQSPFPPNPYGQPQVFPGQDPDSPQHGNYQEEGPPSYYDNQDFPATNWDDKSIRQAFIRKVFLVLTLQLSVTLSTVSVFTFVAEVKGFVRENVWTYYVSYAVFFISLIVLSCCGDFRRKHPWNLVALSVLTASLSYMVGMIASFYNTEAVIMAVGITTAVCFTVVIFSMQTRYDFTSCMGVLLVSMVVLFIFAILC.... Result: 0 (no interaction). (2) The miRNA is hsa-miR-449c-5p with sequence UAGGCAGUGUAUUGCUAGCGGCUGU. The protein sequence of the target gene is MSVDMNSQGSDSNEEDYDPNCEEEEEEEEDDPGDIEDYYVGVASDVEQQGADAFDPEEYQFTCLTYKESEGALNEHMTSLASVLKVSHSVAKLILVNFHWQVSEILDRYKSNSAQLLVEARVQPNPSKHVPTSHPPHHCAVCMQFVRKENLLSLACQHQFCRSCWEQHCSVLVKDGVGVGVSCMAQDCPLRTPEDFVFPLLPNEELREKYRRYLFRDYVESHYQLQLCPGADCPMVIRVQEPRARRVQCNRCNEVFCFKCRQMYHAPTDCATIRKWLTKCADDSETANYISAHTKDCPKC.... Result: 1 (interaction). (3) The miRNA is hsa-miR-5193 with sequence UCCUCCUCUACCUCAUCCCAGU. The protein sequence of the target gene is MERSGPSEVTGSDASGPDPQLAVTMGFTGFGKKARTFDLEAMFEQTRRTAVERSRKTLEAREKEEEMNREKELRRQNEDIEPTSSRSNVVRDCSKSSSRDTSSSESEQSSDSSDDELIGPPLPPKMVGKPVNFMEEDILGPLPPPLNEEEEEAEEEEEEEEEEENPVHKIPDSHEITLKHGTKTVSALGLDPSGARLVTGGYDYDVKFWDFAGMDASFKAFRSLQPCECHQIKSLQYSNTGDMILVVSGSSQAKVIDRDGFEVMECIKGDQYIVDMANTKGHTAMLHTGSWHPKIKGEFM.... Result: 1 (interaction). (4) The miRNA is mmu-miR-466b-3p with sequence AUACAUACACGCACACAUAAGA. The protein sequence of the target gene is MCSVARHMESIMLFTLLGLCVGLAAGTEAAVVKDFDVNKFLGFWYEIALASKMGAYGLAHKEEKMGAMVVELKENLLALTTTYYNEGHCVLEKVAATQVDGSAKYKVTRISGEKEVVVVATDYMTYTVIDITSLVAGAVHRAMKLYSRSLDNNGEALNNFQKIALKHGFSETDIHILKHDLTCVNALQSGQI. Result: 1 (interaction). (5) The miRNA is dme-let-7-5p with sequence UGAGGUAGUAGGUUGUAUAGU. The protein sequence of the target gene is MSEVLPYGDEKLSPYGDGGDVGQIFSCRLQDTNNFFGAGQSKRPPKLGQIGRSKRVVIEDDRIDDVLKTMTDKAPPGV. Result: 0 (no interaction). (6) Result: 0 (no interaction). The protein sequence of the target gene is MAEPSQAPTPAPAAQPRPLQSPAPAPTPTPAPSPASAPIPTPTPAPAPAPAAAPAGSTGTGGPGVGSGGAGSGGDPARPGLSQQQRASQRKAQVRGLPRAKKLEKLGVFSACKANETCKCNGWKNPKPPTAPRMDLQQPAANLSELCRSCEHPLADHVSHLENVSEDEINRLLGMVVDVENLFMSVHKEEDTDTKQVYFYLFKLLRKCILQMTRPVVEGSLGSPPFEKPNIEQGVLNFVQYKFSHLAPRERQTMFELSKMFLLCLNYWKLETPAQFRQRSQAEDVATYKVNYTRWLCYCH.... The miRNA is hsa-miR-6090 with sequence GGGGAGCGAGGGGCGGGGC. (7) The miRNA is hsa-miR-106b-5p with sequence UAAAGUGCUGACAGUGCAGAU. The protein sequence of the target gene is MGTVLSLSPASSAKGRRPGGLPEEKKKAPPAGDEALGGYGAPPVGKGGKGESRLKRPSVLISALTWKRLVAASAKKKKGSKKVTPKPASTGPDPLVQQRNRENLLRKGRDPPDGGGTAKPLAVPVPTVPAAAATCEPPSGGSAAAQPPGSGGGKPPPPPPPAPQVAPPVPGGSPRRVIVQASTGELLRCLGDFVCRRCYRLKELSPGELVGWFRGVDRSLLLQGWQDQAFITPANLVFVYLLCRESLRGDELASAAELQAAFLTCLYLAYSYMGNEISYPLKPFLVEPDKERFWQRCLRL.... Result: 1 (interaction).